Dataset: Catalyst prediction with 721,799 reactions and 888 catalyst types from USPTO. Task: Predict which catalyst facilitates the given reaction. (1) Reactant: [CH3:1][O:2][C:3]1[CH:4]=[C:5]2[C:10](=[CH:11][C:12]=1[O:13][CH3:14])[N:9]=[CH:8][CH:7]=[C:6]2[O:15][C:16]1[CH:22]=[CH:21][C:19]([NH2:20])=[CH:18][CH:17]=1.C1(C)C=CC=CC=1.C(N(CC)CC)C.ClC(Cl)(O[C:41](=[O:47])[O:42][C:43](Cl)(Cl)Cl)Cl.[Cl:49][C:50]1[CH:60]=[CH:59][CH:58]=[CH:57][C:51]=1[O:52][CH2:53][CH2:54]CO. Product: [CH3:1][O:2][C:3]1[CH:4]=[C:5]2[C:10](=[CH:11][C:12]=1[O:13][CH3:14])[N:9]=[CH:8][CH:7]=[C:6]2[O:15][C:16]1[CH:22]=[CH:21][C:19]([NH:20][C:41](=[O:47])[O:42][CH2:43][CH2:54][CH2:53][O:52][C:51]2[CH:57]=[CH:58][CH:59]=[CH:60][C:50]=2[Cl:49])=[CH:18][CH:17]=1. The catalyst class is: 2. (2) Reactant: [CH3:1][O:2][CH2:3][CH2:4][O:5][C:6]1[CH:11]=[CH:10][CH:9]=[C:8]([N+:12]([O-])=O)[C:7]=1[N+:15]([O-])=O. Product: [CH3:1][O:2][CH2:3][CH2:4][O:5][C:6]1[CH:11]=[CH:10][CH:9]=[C:8]([NH2:12])[C:7]=1[NH2:15]. The catalyst class is: 5.